Predict the product of the given reaction. From a dataset of Forward reaction prediction with 1.9M reactions from USPTO patents (1976-2016). (1) Given the reactants [Cl:1][C:2]1[CH:10]=[CH:9][CH:8]=[CH:7][C:3]=1[C:4]([OH:6])=O.[CH3:11][C:12]1[N:17]=[CH:16][C:15]([CH:18]([N:21]2[CH2:27][CH2:26][CH2:25][O:24][CH2:23][CH2:22]2)[CH2:19][NH2:20])=[CH:14][N:13]=1, predict the reaction product. The product is: [Cl:1][C:2]1[CH:10]=[CH:9][CH:8]=[CH:7][C:3]=1[C:4]([NH:20][CH2:19][CH:18]([C:15]1[CH:16]=[N:17][C:12]([CH3:11])=[N:13][CH:14]=1)[N:21]1[CH2:27][CH2:26][CH2:25][O:24][CH2:23][CH2:22]1)=[O:6]. (2) Given the reactants [CH:1]([CH:3]=O)=[O:2].[CH2:5]([NH:7][CH:8]([CH3:13])[C:9]([CH3:12])([OH:11])[CH3:10])[CH3:6], predict the reaction product. The product is: [CH2:5]([N:7]1[CH:8]([CH3:13])[C:9]([CH3:12])([CH3:10])[O:11][C:1](=[O:2])[CH2:3]1)[CH3:6]. (3) Given the reactants [N+:1]([C:4]1[CH:5]=[N:6][C:7]2[C:12]([C:13]=1[NH:14][CH2:15][C:16]1[CH:20]=[C:19]([C:21]3[CH:22]=[N:23][CH:24]=[CH:25][CH:26]=3)[O:18][N:17]=1)=[CH:11][CH:10]=[CH:9][CH:8]=2)([O-])=O, predict the reaction product. The product is: [N:23]1[CH:24]=[CH:25][CH:26]=[C:21]([C:19]2[O:18][N:17]=[C:16]([CH2:15][NH:14][C:13]3[C:12]4[C:7](=[CH:8][CH:9]=[CH:10][CH:11]=4)[N:6]=[CH:5][C:4]=3[NH2:1])[CH:20]=2)[CH:22]=1.